Regression. Given two drug SMILES strings and cell line genomic features, predict the synergy score measuring deviation from expected non-interaction effect. From a dataset of NCI-60 drug combinations with 297,098 pairs across 59 cell lines. Drug 1: CC1=C2C(C(=O)C3(C(CC4C(C3C(C(C2(C)C)(CC1OC(=O)C(C(C5=CC=CC=C5)NC(=O)OC(C)(C)C)O)O)OC(=O)C6=CC=CC=C6)(CO4)OC(=O)C)OC)C)OC. Drug 2: CN1C2=C(C=C(C=C2)N(CCCl)CCCl)N=C1CCCC(=O)O.Cl. Cell line: SNB-75. Synergy scores: CSS=30.4, Synergy_ZIP=3.70, Synergy_Bliss=3.66, Synergy_Loewe=-12.4, Synergy_HSA=3.63.